Predict the reaction yield, written as a fraction of the theoretical maximum amount of product (1.0 means a 100% yield; for example, 0.34 means a 34% yield). From a dataset of Reaction yield outcomes from USPTO patents with 853,638 reactions. (1) The reactants are O=[C:2]1[N:7]([CH2:8][C:9]2[CH:14]=[CH:13][CH:12]=[CH:11][CH:10]=2)[C@@H:6]([C:15]([NH:17][CH2:18][C:19]2[CH:24]=[CH:23][CH:22]=[CH:21][CH:20]=2)=O)[CH2:5][O:4][CH2:3]1.COCCO[AlH2-]OCCOC.[Na+]. The catalyst is C1(C)C=CC=CC=1. The product is [C:19]1([CH2:18][NH:17][CH2:15][C@H:6]2[CH2:5][O:4][CH2:3][CH2:2][N:7]2[CH2:8][C:9]2[CH:14]=[CH:13][CH:12]=[CH:11][CH:10]=2)[CH:20]=[CH:21][CH:22]=[CH:23][CH:24]=1. The yield is 0.940. (2) The reactants are [CH3:1][O:2][C:3]1[CH:4]=[C:5]2[O:9][C:8]([C:10]3[N:11]=[C:12]4[N:16]([CH:17]=3)[N:15]=[C:14]([O:18][CH3:19])[S:13]4)=[CH:7][C:6]2=[C:20]([OH:22])[CH:21]=1.O[CH2:24][C:25]1[N:26]=[C:27]([C:34]2([OH:40])[CH2:39][CH2:38][O:37][CH2:36][CH2:35]2)[S:28][C:29]=1[C:30]([F:33])([F:32])[F:31].C(P(CCCC)CCCC)CCC.N(C(N1CCCCC1)=O)=NC(N1CCCCC1)=O. The catalyst is C1COCC1.C(OCC)(=O)C. The product is [CH3:1][O:2][C:3]1[CH:21]=[C:20]([O:22][CH2:24][C:25]2[N:26]=[C:27]([C:34]3([OH:40])[CH2:39][CH2:38][O:37][CH2:36][CH2:35]3)[S:28][C:29]=2[C:30]([F:32])([F:31])[F:33])[C:6]2[CH:7]=[C:8]([C:10]3[N:11]=[C:12]4[N:16]([CH:17]=3)[N:15]=[C:14]([O:18][CH3:19])[S:13]4)[O:9][C:5]=2[CH:4]=1. The yield is 0.650. (3) The reactants are [CH3:1][O:2][C:3]1[C:8]([C:9]([OH:11])=O)=[CH:7][N:6]=[CH:5][N:4]=1.Cl.[CH3:13][NH:14][O:15][CH3:16].CCN=C=NCCCN(C)C.Cl. The catalyst is C(Cl)Cl.CN(C1C=CN=CC=1)C. The product is [CH3:16][O:15][N:14]([CH3:13])[C:9]([C:8]1[C:3]([O:2][CH3:1])=[N:4][CH:5]=[N:6][CH:7]=1)=[O:11]. The yield is 0.360. (4) The reactants are [CH3:1][C:2]1[C:6]2[C:7](=[O:19])[N:8]([CH2:11][CH2:12][N:13]3[CH2:18][CH2:17][CH2:16][CH2:15][CH2:14]3)[CH2:9][CH2:10][C:5]=2[NH:4][C:3]=1[CH:20]=O.[F:22][C:23]1[CH:24]=[C:25]2[C:29](=[CH:30][CH:31]=1)[NH:28][C:27](=[O:32])[CH2:26]2.N1CCCCC1. The catalyst is C(O)C. The product is [F:22][C:23]1[CH:24]=[C:25]2[C:29](=[CH:30][CH:31]=1)[NH:28][C:27](=[O:32])[C:26]2=[CH:20][C:3]1[NH:4][C:5]2[CH2:10][CH2:9][N:8]([CH2:11][CH2:12][N:13]3[CH2:14][CH2:15][CH2:16][CH2:17][CH2:18]3)[C:7](=[O:19])[C:6]=2[C:2]=1[CH3:1]. The yield is 0.380. (5) The reactants are CN1C([C:7]2[CH:24]=[CH:23][C:10]([O:11][CH2:12][C:13]3[CH:22]=[CH:21][C:20]4[C:15](=[CH:16][CH:17]=[CH:18][CH:19]=4)[N:14]=3)=[CH:9][CH:8]=2)=C(C2C=CN=CC=2)N=N1.[N:31]1[CH:36]=[CH:35][C:34]([N:37]2[CH:41]=[CH:40][N:39]=[C:38]2C2C=CC(O)=CC=2)=[CH:33][CH:32]=1.Cl.ClCC1C=CC2C(=CC=CC=2)N=1.C(=O)([O-])[O-].[Cs+].[Cs+]. No catalyst specified. The product is [N:31]1[CH:36]=[CH:35][C:34]([N:37]2[CH:41]=[CH:40][N:39]=[C:38]2[C:7]2[CH:8]=[CH:9][C:10]([O:11][CH2:12][C:13]3[CH:22]=[CH:21][C:20]4[C:15](=[CH:16][CH:17]=[CH:18][CH:19]=4)[N:14]=3)=[CH:23][CH:24]=2)=[CH:33][CH:32]=1. The yield is 0.840. (6) The reactants are [Cl:1][C:2]1[CH:7]=[CH:6][C:5]([C:8]2[CH:9]=[N:10][CH:11]=[C:12]3[C:17]=2[N:16]=[C:15]([C:18]([OH:20])=O)[CH:14]=[CH:13]3)=[CH:4][CH:3]=1.C(N(CC)C(C)C)(C)C.F[P-](F)(F)(F)(F)F.N1(OC(N(C)C)=[N+](C)C)C2N=CC=CC=2N=N1.[CH3:54][N:55]1[CH2:60][CH2:59][NH:58][CH2:57][CH2:56]1. The catalyst is CN(C)C=O. The product is [Cl:1][C:2]1[CH:3]=[CH:4][C:5]([C:8]2[CH:9]=[N:10][CH:11]=[C:12]3[C:17]=2[N:16]=[C:15]([C:18]([N:58]2[CH2:59][CH2:60][N:55]([CH3:54])[CH2:56][CH2:57]2)=[O:20])[CH:14]=[CH:13]3)=[CH:6][CH:7]=1. The yield is 0.520.